Task: Predict which catalyst facilitates the given reaction.. Dataset: Catalyst prediction with 721,799 reactions and 888 catalyst types from USPTO (1) Reactant: [Br:1][C:2]1[CH:7]=[CH:6][N:5]=[C:4]([CH2:8][NH2:9])[CH:3]=1.C(N(CC)CC)C.[C:17](OC(=O)C)(=[O:19])[CH3:18]. Product: [Br:1][C:2]1[CH:7]=[CH:6][N:5]=[C:4]([CH2:8][NH:9][C:17](=[O:19])[CH3:18])[CH:3]=1. The catalyst class is: 4. (2) The catalyst class is: 5. Reactant: C[O:2][C:3](=O)[C:4]1[CH:9]=[C:8]([O:10][CH3:11])[N:7]=[C:6]([CH:12]2[CH2:16][CH2:15][CH2:14][CH2:13]2)[CH:5]=1.[NH3:18]. Product: [CH:12]1([C:6]2[CH:5]=[C:4]([CH:9]=[C:8]([O:10][CH3:11])[N:7]=2)[C:3]([NH2:18])=[O:2])[CH2:16][CH2:15][CH2:14][CH2:13]1. (3) Reactant: CN(C)S([N:6]1[CH:10]=[C:9]([CH:11]([C:13]2[C:18]([F:19])=[CH:17][CH:16]=[CH:15][C:14]=2[CH2:20][CH3:21])O)[N:8]=[C:7]1[Si](C(C)(C)C)(C)C)(=O)=O.C([SiH](CC)CC)C.FC(F)(F)C(O)=O. Product: [CH2:20]([C:14]1[CH:15]=[CH:16][CH:17]=[C:18]([F:19])[C:13]=1[CH2:11][C:9]1[N:8]=[CH:7][NH:6][CH:10]=1)[CH3:21]. The catalyst class is: 4.